From a dataset of Reaction yield outcomes from USPTO patents with 853,638 reactions. Predict the reaction yield, written as a fraction of the theoretical maximum amount of product (1.0 means a 100% yield; for example, 0.34 means a 34% yield). (1) The reactants are [O:1]1[CH:5]=[CH:4][C:3]([CH2:6][NH2:7])=[CH:2]1.[CH:8]([C:11]1[CH:16]=[CH:15][C:14]([N:17]=[C:18]=[S:19])=[CH:13][CH:12]=1)([CH3:10])[CH3:9]. No catalyst specified. The product is [O:1]1[CH:5]=[CH:4][C:3]([CH2:6][NH:7][C:18]([NH:17][C:14]2[CH:15]=[CH:16][C:11]([CH:8]([CH3:10])[CH3:9])=[CH:12][CH:13]=2)=[S:19])=[CH:2]1. The yield is 0.690. (2) The reactants are [F:1][C:2]1[CH:35]=[C:34]([N+:36]([O-:38])=[O:37])[CH:33]=[CH:32][C:3]=1[O:4][C:5]1[CH:10]=[CH:9][N:8]=[C:7]2[CH:11]=[C:12]([C:14]3[CH:31]=[CH:30][C:17]([CH2:18][NH:19][CH2:20][CH2:21][O:22][CH2:23][CH2:24][O:25][CH2:26][CH2:27][O:28][CH3:29])=[CH:16][CH:15]=3)[S:13][C:6]=12.[C:39](OC(=O)C)(=[O:41])[CH3:40]. The yield is 0.670. The catalyst is O1CCCC1. The product is [F:1][C:2]1[CH:35]=[C:34]([N+:36]([O-:38])=[O:37])[CH:33]=[CH:32][C:3]=1[O:4][C:5]1[CH:10]=[CH:9][N:8]=[C:7]2[CH:11]=[C:12]([C:14]3[CH:31]=[CH:30][C:17]([CH2:18][N:19]([CH2:20][CH2:21][O:22][CH2:23][CH2:24][O:25][CH2:26][CH2:27][O:28][CH3:29])[C:39](=[O:41])[CH3:40])=[CH:16][CH:15]=3)[S:13][C:6]=12. (3) The reactants are [Si:1]([O:8][CH2:9][CH:10]([C:12]1[C:13]([O:23][CH2:24][CH3:25])=[C:14]([C:20](=[O:22])[CH3:21])[CH:15]=[C:16]([Cl:19])[C:17]=1[F:18])[OH:11])([C:4]([CH3:7])([CH3:6])[CH3:5])([CH3:3])[CH3:2].C(N(CC)CC)C.[CH3:33][S:34](O[S:34]([CH3:33])(=[O:36])=[O:35])(=[O:36])=[O:35]. The catalyst is ClCCCl.[Cl-].[Na+].O. The product is [CH3:33][S:34]([O:11][CH:10]([C:12]1[C:17]([F:18])=[C:16]([Cl:19])[CH:15]=[C:14]([C:20](=[O:22])[CH3:21])[C:13]=1[O:23][CH2:24][CH3:25])[CH2:9][O:8][Si:1]([C:4]([CH3:7])([CH3:6])[CH3:5])([CH3:3])[CH3:2])(=[O:36])=[O:35]. The yield is 1.00. (4) The reactants are [Cl:1][C:2]1[C:7]([C:8]2[CH:9]=[C:10]([CH2:23][N:24](C)[C:25](=O)OC(C)(C)C)[S:11][C:12]=2[S:13]([C:16]2[CH:21]=[CH:20][CH:19]=[C:18]([F:22])[CH:17]=2)(=[O:15])=[O:14])=[CH:6][CH:5]=[CH:4][N:3]=1. The yield is 0.510. The product is [ClH:1].[Cl:1][C:2]1[C:7]([C:8]2[CH:9]=[C:10]([CH2:23][NH:24][CH3:25])[S:11][C:12]=2[S:13]([C:16]2[CH:21]=[CH:20][CH:19]=[C:18]([F:22])[CH:17]=2)(=[O:15])=[O:14])=[CH:6][CH:5]=[CH:4][N:3]=1. The catalyst is C(OCC)(=O)C.CC(O)C.C(OCC)(=O)C.Cl. (5) The reactants are [C:1]([O:5][C:6]([N:8]=[C:9]([NH:14][C:15]([O:17][C:18]([CH3:21])([CH3:20])[CH3:19])=[O:16])[NH:10][CH2:11][C:12]#[CH:13])=[O:7])([CH3:4])([CH3:3])[CH3:2].[CH2:22]([O:29][N:30]1[C:36](=[O:37])[N:35]2[CH2:38][C@H:31]1[CH2:32][CH2:33][C@H:34]2[C:39](Cl)=[N:40][OH:41])[C:23]1[CH:28]=[CH:27][CH:26]=[CH:25][CH:24]=1. The catalyst is C(Cl)Cl. The product is [CH2:22]([O:29][N:30]1[C:36](=[O:37])[N:35]2[CH2:38][C@H:31]1[CH2:32][CH2:33][C@H:34]2[C:39]1[CH:13]=[C:12]([CH2:11][NH:10][C:9]([NH:14][C:15]([O:17][C:18]([CH3:21])([CH3:20])[CH3:19])=[O:16])=[N:8][C:6]([O:5][C:1]([CH3:3])([CH3:4])[CH3:2])=[O:7])[O:41][N:40]=1)[C:23]1[CH:24]=[CH:25][CH:26]=[CH:27][CH:28]=1. The yield is 0.220. (6) The reactants are [Br:1][C:2]1[CH:3]=[C:4]([C@@H:8]([NH2:10])[CH3:9])[CH:5]=[CH:6][CH:7]=1.CCN(CC)CC.[C:18](O[C:18]([O:20][C:21]([CH3:24])([CH3:23])[CH3:22])=[O:19])([O:20][C:21]([CH3:24])([CH3:23])[CH3:22])=[O:19].Cl. The catalyst is C(Cl)Cl. The product is [C:21]([O:20][C:18](=[O:19])[NH:10][C@H:8]([C:4]1[CH:5]=[CH:6][CH:7]=[C:2]([Br:1])[CH:3]=1)[CH3:9])([CH3:24])([CH3:23])[CH3:22]. The yield is 1.00.